This data is from Catalyst prediction with 721,799 reactions and 888 catalyst types from USPTO. The task is: Predict which catalyst facilitates the given reaction. (1) Product: [N+:8]([C:5]1[CH:6]=[CH:7][C:2]([O:14][CH2:13][C:12]([F:19])([F:11])[C:15]([F:18])([F:17])[F:16])=[CH:3][CH:4]=1)([O-:10])=[O:9]. The catalyst class is: 9. Reactant: F[C:2]1[CH:7]=[CH:6][C:5]([N+:8]([O-:10])=[O:9])=[CH:4][CH:3]=1.[F:11][C:12]([F:19])([C:15]([F:18])([F:17])[F:16])[CH2:13][OH:14].C(=O)([O-])[O-].[K+].[K+]. (2) Reactant: Cl[CH2:2][C@@H:3]1[O:7][C:6](=[O:8])[N:5]([C:9]2[CH:14]=[CH:13][C:12]([N:15]3[CH2:20][CH2:19][O:18][CH2:17][C:16]3=[O:21])=[CH:11][CH:10]=2)[CH2:4]1.[I-:22].[Na+]. Product: [I:22][CH2:2][C@@H:3]1[O:7][C:6](=[O:8])[N:5]([C:9]2[CH:14]=[CH:13][C:12]([N:15]3[CH2:20][CH2:19][O:18][CH2:17][C:16]3=[O:21])=[CH:11][CH:10]=2)[CH2:4]1. The catalyst class is: 47. (3) Reactant: C(=O)([O-])[O-].[K+].[K+].[CH2:7](Br)[C:8]1[CH:13]=[CH:12][CH:11]=[CH:10][CH:9]=1.CN(C)C=O.[CH2:20]([N:23]1[C:31]2[CH:30]=[CH:29][N:28]=[C:27]([Cl:32])[C:26]=2[NH:25][C:24]1=[O:33])[CH:21]=[CH2:22]. Product: [CH2:20]([N:23]1[C:31]2[CH:30]=[CH:29][N:28]=[C:27]([Cl:32])[C:26]=2[N:25]([CH2:7][C:8]2[CH:13]=[CH:12][CH:11]=[CH:10][CH:9]=2)[C:24]1=[O:33])[CH:21]=[CH2:22]. The catalyst class is: 84.